Dataset: Full USPTO retrosynthesis dataset with 1.9M reactions from patents (1976-2016). Task: Predict the reactants needed to synthesize the given product. (1) Given the product [CH:1]1([C:4]2[CH:5]=[C:6]([C@@H:10]([NH:12][C:13]([C:15]3[CH:16]=[C:17]4[C:21](=[CH:22][CH:23]=3)[N:20]([CH2:24][C:25]3[CH:36]=[CH:35][C:28]([O:29][CH2:30][C:31]([OH:33])=[O:32])=[CH:27][CH:26]=3)[C:19]([CH3:37])=[C:18]4[CH3:38])=[O:14])[CH3:11])[CH:7]=[CH:8][CH:9]=2)[CH2:2][CH2:3]1, predict the reactants needed to synthesize it. The reactants are: [CH:1]1([C:4]2[CH:5]=[C:6]([C@@H:10]([NH:12][C:13]([C:15]3[CH:16]=[C:17]4[C:21](=[CH:22][CH:23]=3)[N:20]([CH2:24][C:25]3[CH:36]=[CH:35][C:28]([O:29][CH2:30][C:31]([O:33]C)=[O:32])=[CH:27][CH:26]=3)[C:19]([CH3:37])=[C:18]4[CH3:38])=[O:14])[CH3:11])[CH:7]=[CH:8][CH:9]=2)[CH2:3][CH2:2]1.[OH-].[Na+]. (2) Given the product [NH:6]([C:13]1[N:14]([C:29]2[CH:30]=[CH:31][CH:32]=[CH:33][CH:34]=2)[C:15]2[C:20]([C:21](=[O:28])[CH:22]=1)=[CH:19][CH:18]=[N:17][CH:16]=2)[C:7]1[CH:8]=[CH:9][CH:10]=[CH:11][CH:12]=1, predict the reactants needed to synthesize it. The reactants are: Cl.CC(O)=O.[NH:6]([C:13]1[N:14]([C:29]2[CH:34]=[CH:33][CH:32]=[CH:31][CH:30]=2)[C:15]2[C:20]([C:21](=[O:28])[C:22]=1C(OCC)=O)=[CH:19][CH:18]=[N:17][CH:16]=2)[C:7]1[CH:12]=[CH:11][CH:10]=[CH:9][CH:8]=1.[OH-].[Na+]. (3) Given the product [NH2:1][C:2]1[N:3]=[C:4]([NH:31][CH2:30][C:27]2[CH:26]=[CH:25][C:24]([C:23]([NH:22][CH:19]([CH3:21])[CH3:20])=[O:32])=[CH:29][CH:28]=2)[C:5]([C:13]#[N:14])=[C:6]([C:8]2[O:9][CH:10]=[CH:11][CH:12]=2)[N:7]=1, predict the reactants needed to synthesize it. The reactants are: [NH2:1][C:2]1[N:7]=[C:6]([C:8]2[O:9][CH:10]=[CH:11][CH:12]=2)[C:5]([C:13]#[N:14])=[C:4](S(C)=O)[N:3]=1.Cl.[CH:19]([NH:22][C:23](=[O:32])[C:24]1[CH:29]=[CH:28][C:27]([CH2:30][NH2:31])=[CH:26][CH:25]=1)([CH3:21])[CH3:20].C1CCN2C(=NCCC2)CC1. (4) Given the product [CH3:11][CH:10]1[NH:3][C:6]2[CH:16]=[CH:15][CH:14]=[CH:13][C:7]=2[O:8][CH2:9]1, predict the reactants needed to synthesize it. The reactants are: [H][H].[N+:3]([C:6]1[CH:16]=[CH:15][CH:14]=[CH:13][C:7]=1[O:8][CH2:9][C:10](=O)[CH3:11])([O-])=O.[N+](C(OC1C=CC=CC=1)C(=O)C)([O-])=O.